Dataset: Catalyst prediction with 721,799 reactions and 888 catalyst types from USPTO. Task: Predict which catalyst facilitates the given reaction. (1) Reactant: [CH3:1][C:2]1([CH3:18])[C:6]([CH3:8])([CH3:7])[O:5][B:4]([C:9]2[CH:17]=[CH:16][C:12]([C:13](Cl)=[O:14])=[CH:11][CH:10]=2)[O:3]1.[NH2:19][C:20]1[CH:25]=[C:24]([F:26])[CH:23]=[CH:22][N:21]=1. Product: [F:26][C:24]1[CH:23]=[CH:22][N:21]=[C:20]([NH:19][C:13](=[O:14])[C:12]2[CH:16]=[CH:17][C:9]([B:4]3[O:3][C:2]([CH3:18])([CH3:1])[C:6]([CH3:8])([CH3:7])[O:5]3)=[CH:10][CH:11]=2)[CH:25]=1. The catalyst class is: 10. (2) Reactant: [NH2:1][CH2:2][CH:3]1[O:7][C:6](=[O:8])[N:5]([C:9]2[CH:18]=[C:17]3[C:12]([CH:13]=[C:14]([C:20]4[CH:25]=[CH:24][CH:23]=[CH:22][C:21]=4[C:26]([F:29])([F:28])[F:27])[NH:15][C:16]3=[O:19])=[CH:11][CH:10]=2)[CH2:4]1.[C:30](Cl)(=[O:32])[CH3:31].Cl. Product: [O:8]=[C:6]1[N:5]([C:9]2[CH:18]=[C:17]3[C:12]([CH:13]=[C:14]([C:20]4[CH:25]=[CH:24][CH:23]=[CH:22][C:21]=4[C:26]([F:28])([F:27])[F:29])[NH:15][C:16]3=[O:19])=[CH:11][CH:10]=2)[CH2:4][CH:3]([CH2:2][NH:1][C:30](=[O:32])[CH3:31])[O:7]1. The catalyst class is: 17. (3) Reactant: [Cl:1][C:2]1[CH:3]=[C:4]2[C:8](=[CH:9][CH:10]=1)[NH:7][CH:6]=[C:5]2[CH2:11][CH2:12][NH:13][C:14](=[O:18])[C:15]([OH:17])=O.S(Cl)(Cl)=O.ClC1C=C2C(=CC=1)NC=C2CCNC(=O)C(Cl)=O.C(N(CC)CC)C.[C:48]1([CH2:54][C:55]([NH:57][NH2:58])=O)[CH:53]=[CH:52][CH:51]=[CH:50][CH:49]=1.C1(C)C=CC(S(Cl)(=O)=O)=CC=1. The catalyst class is: 452. Product: [CH2:54]([C:55]1[O:17][C:15]([C:14]([NH:13][CH2:12][CH2:11][C:5]2[C:4]3[C:8](=[CH:9][CH:10]=[C:2]([Cl:1])[CH:3]=3)[NH:7][CH:6]=2)=[O:18])=[N:58][N:57]=1)[C:48]1[CH:53]=[CH:52][CH:51]=[CH:50][CH:49]=1.